From a dataset of Reaction yield outcomes from USPTO patents with 853,638 reactions. Predict the reaction yield, written as a fraction of the theoretical maximum amount of product (1.0 means a 100% yield; for example, 0.34 means a 34% yield). (1) The yield is 0.0910. The reactants are [N:1]1[CH:6]=[CH:5][C:4]([C:7]2[S:15][C:14]3[C:13](=[O:16])[NH:12][C:11]4([CH2:21][CH2:20][NH:19][CH2:18][CH2:17]4)[NH:10][C:9]=3[CH:8]=2)=[CH:3][CH:2]=1.CN(C=O)C.[C:27](O[BH-](OC(=O)C)OC(=O)C)(=O)[CH3:28].[Na+]. The catalyst is C(=O)C. The product is [CH2:27]([N:19]1[CH2:20][CH2:21][C:11]2([NH:10][C:9]3[CH:8]=[C:7]([C:4]4[CH:5]=[CH:6][N:1]=[CH:2][CH:3]=4)[S:15][C:14]=3[C:13](=[O:16])[NH:12]2)[CH2:17][CH2:18]1)[CH3:28]. (2) The reactants are C[O:2][C:3](=[O:24])[C:4]1[C:5](=[C:10]([NH:14][C:15]2[CH:20]=[CH:19][C:18]3[O:21][CH2:22][O:23][C:17]=3[CH:16]=2)[CH:11]=[CH:12][CH:13]=1)[C:6]([O:8]C)=[O:7].[OH-].[Na+]. The catalyst is C(O)C. The product is [CH2:22]1[O:21][C:18]2[CH:19]=[CH:20][C:15]([NH:14][C:10]3[CH:11]=[CH:12][CH:13]=[C:4]([C:3]([OH:24])=[O:2])[C:5]=3[C:6]([OH:8])=[O:7])=[CH:16][C:17]=2[O:23]1. The yield is 0.880. (3) The yield is 0.990. The product is [CH2:30]([NH:29][C:27]1[N:26]=[C:25]([NH:33][CH2:34][C:35]#[CH:36])[N:24]=[C:23]([N:22]([CH3:37])[O:21][CH3:20])[N:28]=1)[CH3:31]. No catalyst specified. The reactants are ClC1N=C(NCC)N=C(NCC#C)N=1.Cl.CONC.[CH3:20][O:21][N:22]([CH3:37])[C:23]1[N:28]=[C:27]([NH:29][CH2:30][CH2:31]C)[N:26]=[C:25]([NH:33][CH2:34][C:35]#[CH:36])[N:24]=1. (4) The reactants are [Br:1][C:2]1[CH:10]=[CH:9][C:5]([C:6]([OH:8])=[O:7])=[C:4]([N+:11]([O-:13])=[O:12])[CH:3]=1.[CH2:14]1CCN2C(=NCCC2)CC1.CI.O. The catalyst is CN(C=O)C. The product is [CH3:14][O:7][C:6](=[O:8])[C:5]1[CH:9]=[CH:10][C:2]([Br:1])=[CH:3][C:4]=1[N+:11]([O-:13])=[O:12]. The yield is 0.980. (5) The reactants are COC(C1[C@H](C2C=CC=C([N+]([O-])=O)C=2)C(C(O)=O)=C(C)NC=1C)=O.[C:25]1([CH:31]([C:41]2[CH:46]=[CH:45][CH:44]=[CH:43][CH:42]=2)[CH2:32][CH2:33][N:34]2[CH2:38][CH2:37][C:36]([CH3:40])([OH:39])[CH2:35]2)[CH:30]=[CH:29][CH:28]=[CH:27][CH:26]=1.[OH-].[Na+]. The catalyst is C(O)(C)C. The product is [C:41]1([CH:31]([C:25]2[CH:26]=[CH:27][CH:28]=[CH:29][CH:30]=2)[CH2:32][CH2:33][N:34]2[CH2:38][CH2:37][C@:36]([CH3:40])([OH:39])[CH2:35]2)[CH:42]=[CH:43][CH:44]=[CH:45][CH:46]=1. The yield is 0.186. (6) The reactants are [NH:1]1[CH2:5][CH2:4][C@@H:3]([CH2:6][C:7]2[N:11]3[C:12]4[CH:18]=[CH:17][N:16]([S:19]([C:22]5[CH:28]=[CH:27][C:25]([CH3:26])=[CH:24][CH:23]=5)(=[O:21])=[O:20])[C:13]=4[N:14]=[CH:15][C:10]3=[N:9][N:8]=2)[CH2:2]1.Cl[C:30]1[CH:35]=[N:34][C:33]([C:36]#[N:37])=[CH:32][N:31]=1.CCN(C(C)C)C(C)C.C(Cl)Cl. The catalyst is C(O)CC. The product is [S:19]([N:16]1[C:13]2[N:14]=[CH:15][C:10]3[N:11]([C:7]([CH2:6][C@@H:3]4[CH2:4][CH2:5][N:1]([C:30]5[N:31]=[CH:32][C:33]([C:36]#[N:37])=[N:34][CH:35]=5)[CH2:2]4)=[N:8][N:9]=3)[C:12]=2[CH:18]=[CH:17]1)([C:22]1[CH:23]=[CH:24][C:25]([CH3:26])=[CH:27][CH:28]=1)(=[O:21])=[O:20]. The yield is 0.270. (7) The reactants are [F:1][C:2]1[CH:7]=[CH:6][CH:5]=[CH:4][C:3]=1[NH:8][C:9]([C:11]1[C:19]2[C:18](=O)[CH2:17][CH2:16][CH2:15][C:14]=2[NH:13][CH:12]=1)=[O:10].N1C=CC=CC=1.Cl.[O:28]([NH2:30])[CH3:29]. The catalyst is CCO. The product is [F:1][C:2]1[CH:7]=[CH:6][CH:5]=[CH:4][C:3]=1[NH:8][C:9]([C:11]1[C:19]2[C:18](=[N:30][O:28][CH3:29])[CH2:17][CH2:16][CH2:15][C:14]=2[NH:13][CH:12]=1)=[O:10]. The yield is 0.720.